From a dataset of Peptide-MHC class I binding affinity with 185,985 pairs from IEDB/IMGT. Regression. Given a peptide amino acid sequence and an MHC pseudo amino acid sequence, predict their binding affinity value. This is MHC class I binding data. (1) The peptide sequence is AVRNAKAAV. The MHC is HLA-A03:01 with pseudo-sequence HLA-A03:01. The binding affinity (normalized) is 0.0847. (2) The peptide sequence is KYPITADKRI. The MHC is Mamu-A01 with pseudo-sequence Mamu-A01. The binding affinity (normalized) is 0.340. (3) The peptide sequence is MFINDVHAL. The MHC is HLA-B07:02 with pseudo-sequence HLA-B07:02. The binding affinity (normalized) is 0.0847. (4) The peptide sequence is FHKEGAFFL. The MHC is HLA-A02:01 with pseudo-sequence HLA-A02:01. The binding affinity (normalized) is 0. (5) The peptide sequence is LPSLATVAY. The MHC is HLA-A23:01 with pseudo-sequence HLA-A23:01. The binding affinity (normalized) is 0.